This data is from Catalyst prediction with 721,799 reactions and 888 catalyst types from USPTO. The task is: Predict which catalyst facilitates the given reaction. (1) Reactant: [CH3:1][O:2][C:3]1[CH:8]=[C:7]([CH3:9])[C:6]([S:10]([N:13]([CH2:15][C:16]2[O:20][CH:19]=[C:18]([C:21]([OH:23])=O)[CH:17]=2)[CH3:14])(=[O:12])=[O:11])=[C:5]([CH3:24])[CH:4]=1.C1N=CN(C(N2C=NC=C2)=O)C=1.[N:37]1[CH:42]=[CH:41][C:40]([CH2:43][N:44]2[CH2:49][CH2:48][NH:47][CH2:46][CH2:45]2)=[CH:39][CH:38]=1. Product: [CH3:1][O:2][C:3]1[CH:4]=[C:5]([CH3:24])[C:6]([S:10]([N:13]([CH3:14])[CH2:15][C:16]2[O:20][CH:19]=[C:18]([C:21]([N:47]3[CH2:48][CH2:49][N:44]([CH2:43][C:40]4[CH:39]=[CH:38][N:37]=[CH:42][CH:41]=4)[CH2:45][CH2:46]3)=[O:23])[CH:17]=2)(=[O:11])=[O:12])=[C:7]([CH3:9])[CH:8]=1. The catalyst class is: 26. (2) Reactant: [OH:1][CH2:2][C:3]([C:5]1[CH:6]=[C:7]2[C:12](=[CH:13][CH:14]=1)[CH:11]([NH:15][C:16](=[O:39])[CH2:17][CH:18]([C:33]1[CH:38]=[CH:37][CH:36]=[CH:35][CH:34]=1)[NH:19][S:20]([C:23]1[CH:28]=[CH:27][CH:26]=[C:25]([C:29]([F:32])([F:31])[F:30])[CH:24]=1)(=[O:22])=[O:21])[CH2:10][CH2:9][CH2:8]2)=[CH2:4].CCN(CC)CC.[CH3:47][S:48](Cl)(=[O:50])=[O:49]. Product: [C:33]1([CH:18]([NH:19][S:20]([C:23]2[CH:28]=[CH:27][CH:26]=[C:25]([C:29]([F:30])([F:31])[F:32])[CH:24]=2)(=[O:22])=[O:21])[CH2:17][C:16]([NH:15][CH:11]2[CH2:10][CH2:9][CH2:8][C:7]3[CH:6]=[C:5]([C:3](=[CH2:4])[CH2:2][O:1][S:48]([CH3:47])(=[O:50])=[O:49])[CH:14]=[CH:13][C:12]2=3)=[O:39])[CH:38]=[CH:37][CH:36]=[CH:35][CH:34]=1. The catalyst class is: 2. (3) Reactant: [H-].[Na+].[CH3:3][O:4][C:5]1[CH:14]=[CH:13][C:8]([CH:9]=[CH:10][CH2:11]Br)=[CH:7][CH:6]=1.[CH3:15][C:16]([OH:25])([CH2:19][CH2:20][CH2:21][CH:22]([CH3:24])[CH3:23])[CH:17]=[CH2:18]. Product: [CH3:15][C:16]([O:25][CH2:11][CH:10]=[CH:9][C:8]1[CH:13]=[CH:14][C:5]([O:4][CH3:3])=[CH:6][CH:7]=1)([CH2:19][CH2:20][CH2:21][CH:22]([CH3:23])[CH3:24])[CH:17]=[CH2:18]. The catalyst class is: 3. (4) Reactant: [Cl:1][C:2]1[C:3]([CH:12]([CH2:15][CH3:16])[CH2:13][NH2:14])=[N:4][CH:5]=[C:6]([C:8]([F:11])([F:10])[F:9])[CH:7]=1.[F:17][C:18]([F:29])([F:28])[C:19]1[CH:27]=[CH:26][CH:25]=[CH:24][C:20]=1[C:21](O)=[O:22].O.[Cl-].COC1N=C(OC)N=C([N+]2(C)CCOCC2)N=1. Product: [Cl:1][C:2]1[C:3]([CH:12]([CH2:15][CH3:16])[CH2:13][NH:14][C:21](=[O:22])[C:20]2[CH:24]=[CH:25][CH:26]=[CH:27][C:19]=2[C:18]([F:17])([F:28])[F:29])=[N:4][CH:5]=[C:6]([C:8]([F:11])([F:9])[F:10])[CH:7]=1. The catalyst class is: 8. (5) Reactant: [CH3:1][C:2]1[CH:7]=[CH:6][C:5]([O:8][C:9]2[CH:14]=[CH:13][CH:12]=[CH:11][CH:10]=2)=[CH:4][N:3]=1.ClC1C=C(C=CC=1)C(OO)=[O:20].S([O-])([O-])=O.[Na+].[Na+]. Product: [CH3:1][C:2]1[CH:7]=[CH:6][C:5]([O:8][C:9]2[CH:10]=[CH:11][CH:12]=[CH:13][CH:14]=2)=[CH:4][N+:3]=1[O-:20]. The catalyst class is: 2. (6) Product: [CH3:1][C:2]1[CH2:7][CH2:6][C@@H:5]([C:8]([OH:10])=[O:9])[CH2:4][CH:3]=1. The catalyst class is: 278. Reactant: [CH3:1][C:2]1[CH2:7][CH2:6][C@@H:5]([C:8]([O:10][C@H]2C(C)(C)COC2=O)=[O:9])[CH2:4][CH:3]=1.O.[OH-].[Li+].Cl.